From a dataset of Full USPTO retrosynthesis dataset with 1.9M reactions from patents (1976-2016). Predict the reactants needed to synthesize the given product. The reactants are: FC(F)(F)C(O)=O.FC(F)(F)C(O)=O.[O:15]1[CH2:20][CH2:19][N:18]([C@@H:21]2[CH2:26][CH2:25][C@H:24]([NH2:27])[CH2:23][CH2:22]2)[CH2:17][CH2:16]1.F[C:29]1[CH:34]=[CH:33][C:32]([S:35]([NH2:38])(=[O:37])=[O:36])=[CH:31][C:30]=1[N+:39]([O-:41])=[O:40].C(N(CC)CC)C. Given the product [O:15]1[CH2:16][CH2:17][N:18]([C@@H:21]2[CH2:22][CH2:23][C@H:24]([NH:27][C:29]3[CH:34]=[CH:33][C:32]([S:35]([NH2:38])(=[O:37])=[O:36])=[CH:31][C:30]=3[N+:39]([O-:41])=[O:40])[CH2:25][CH2:26]2)[CH2:19][CH2:20]1, predict the reactants needed to synthesize it.